Predict which catalyst facilitates the given reaction. From a dataset of Catalyst prediction with 721,799 reactions and 888 catalyst types from USPTO. Reactant: [NH2:1][CH:2]([C:9]1[CH:14]=[C:13]([Cl:15])[CH:12]=[C:11]([Cl:16])[CH:10]=1)[CH2:3][C:4]([O:6][CH2:7][CH3:8])=[O:5].[CH2:17]([O:24][CH2:25][CH:26]([NH:30][C:31]([O:33][CH2:34][CH2:35][CH2:36][NH:37][C:38]1[CH:43]=[CH:42][CH:41]=[CH:40][N:39]=1)=[O:32])[C:27](O)=[O:28])[C:18]1[CH:23]=[CH:22][CH:21]=[CH:20][CH:19]=1.Cl.CN(C)CCCN=C=NCC.CN1CCOCC1. Product: [CH2:17]([O:24][CH2:25][CH:26]([NH:30][C:31]([O:33][CH2:34][CH2:35][CH2:36][NH:37][C:38]1[CH:43]=[CH:42][CH:41]=[CH:40][N:39]=1)=[O:32])[C:27]([NH:1][CH:2]([C:9]1[CH:10]=[C:11]([Cl:16])[CH:12]=[C:13]([Cl:15])[CH:14]=1)[CH2:3][C:4]([O:6][CH2:7][CH3:8])=[O:5])=[O:28])[C:18]1[CH:23]=[CH:22][CH:21]=[CH:20][CH:19]=1. The catalyst class is: 3.